From a dataset of Catalyst prediction with 721,799 reactions and 888 catalyst types from USPTO. Predict which catalyst facilitates the given reaction. (1) Reactant: [CH3:1][C:2]1[CH:3]=[C:4]2[C:8](=[CH:9][CH:10]=1)[NH:7][C:6](=[O:11])[C:5]2=[O:12].[CH2:13](O)[CH2:14][CH2:15][OH:16].O.C1(C)C=CC(S(O)(=O)=O)=CC=1. Product: [CH3:1][C:2]1[CH:3]=[C:4]2[C:8](=[CH:9][CH:10]=1)[NH:7][C:6](=[O:11])[C:5]12[O:16][CH2:15][CH2:14][CH2:13][O:12]1. The catalyst class is: 48. (2) Reactant: [CH2:1]([O:3][C:4](=[O:26])[C:5]1[CH:10]=[C:9]([F:11])[C:8]([N:12]2[CH2:16][CH2:15][CH:14]([NH:17][C:18]([O:20][C:21]([CH3:24])([CH3:23])[CH3:22])=[O:19])[CH2:13]2)=[CH:7][C:6]=1F)[CH3:2].[CH:27]([NH2:30])([CH3:29])[CH3:28]. Product: [CH2:1]([O:3][C:4](=[O:26])[C:5]1[CH:10]=[C:9]([F:11])[C:8]([N:12]2[CH2:16][CH2:15][CH:14]([NH:17][C:18]([O:20][C:21]([CH3:24])([CH3:23])[CH3:22])=[O:19])[CH2:13]2)=[CH:7][C:6]=1[NH:30][CH:27]([CH3:29])[CH3:28])[CH3:2]. The catalyst class is: 16. (3) The catalyst class is: 3. Reactant: [Br:1][C:2]1[N:7]=[C:6]2[NH:8][CH:9]=[CH:10][C:5]2=[CH:4][CH:3]=1.[H-].[Na+].[CH3:13]I. Product: [Br:1][C:2]1[N:7]=[C:6]2[N:8]([CH3:13])[CH:9]=[CH:10][C:5]2=[CH:4][CH:3]=1. (4) Reactant: C[Si](C)(C)[O:3][CH:4]1[CH2:9][CH2:8][CH:7]([C:10]([O:12][CH2:13][CH3:14])=[O:11])[CH2:6][CH2:5]1.[O:17]1[CH2:22][CH2:21][C:20](=O)[CH2:19][CH2:18]1.FC(F)(F)S(O[Si](C)(C)C)(=O)=O.C([SiH](CC)CC)C. Product: [O:17]1[CH2:22][CH2:21][CH:20]([O:3][CH:4]2[CH2:9][CH2:8][CH:7]([C:10]([O:12][CH2:13][CH3:14])=[O:11])[CH2:6][CH2:5]2)[CH2:19][CH2:18]1. The catalyst class is: 4. (5) Reactant: [CH2:1]([OH:4])[CH2:2][OH:3].[H-].[Na+].[Cl:7][C:8]1[CH:13]=[CH:12][C:11]([C:14]([C:41]2[CH:46]=[CH:45][C:44]([Cl:47])=[CH:43][CH:42]=2)([OH:40])[C:15]2[CH:16]=[C:17]3[C:22](=[CH:23][CH:24]=2)[N:21]=[C:20](Cl)[N:19]=[C:18]3[NH:26][CH:27]2[CH2:32][CH2:31][N:30]([C:33]([O:35][C:36]([CH3:39])([CH3:38])[CH3:37])=[O:34])[CH2:29][CH2:28]2)=[CH:10][CH:9]=1. Product: [Cl:7][C:8]1[CH:13]=[CH:12][C:11]([C:14]([C:41]2[CH:42]=[CH:43][C:44]([Cl:47])=[CH:45][CH:46]=2)([OH:40])[C:15]2[CH:16]=[C:17]3[C:22](=[CH:23][CH:24]=2)[N:21]=[C:20]([O:3][CH2:2][CH2:1][OH:4])[N:19]=[C:18]3[NH:26][CH:27]2[CH2:32][CH2:31][N:30]([C:33]([O:35][C:36]([CH3:38])([CH3:37])[CH3:39])=[O:34])[CH2:29][CH2:28]2)=[CH:10][CH:9]=1. The catalyst class is: 7. (6) Product: [CH3:45][CH:46]([CH3:52])[CH2:47][S:48]([N:4]1[CH2:5][CH2:6][N:1]([C:7]2[CH:8]=[N:9][C:10]3[C:15]([N:16]=2)=[CH:14][C:13]([C:17]2[CH:18]=[C:19]([NH:23][S:24]([C:27]4[CH:32]=[CH:31][CH:30]=[CH:29][CH:28]=4)(=[O:26])=[O:25])[CH:20]=[N:21][CH:22]=2)=[CH:12][CH:11]=3)[CH2:2][CH2:3]1)(=[O:50])=[O:49]. The catalyst class is: 4. Reactant: [N:1]1([C:7]2[CH:8]=[N:9][C:10]3[C:15]([N:16]=2)=[CH:14][C:13]([C:17]2[CH:18]=[C:19]([NH:23][S:24]([C:27]4[CH:32]=[CH:31][CH:30]=[CH:29][CH:28]=4)(=[O:26])=[O:25])[CH:20]=[N:21][CH:22]=2)=[CH:12][CH:11]=3)[CH2:6][CH2:5][NH:4][CH2:3][CH2:2]1.C(N(CC)CC)C.S(Cl)(Cl)(=O)=O.[CH3:45][CH:46]([CH3:52])[CH2:47][S:48](Cl)(=[O:50])=[O:49].